This data is from Forward reaction prediction with 1.9M reactions from USPTO patents (1976-2016). The task is: Predict the product of the given reaction. (1) Given the reactants [CH3:1][O:2][C:3]1[CH:11]=[CH:10][C:6]2[N:7]=[CH:8][S:9][C:5]=2[CH:4]=1.C(O[C:17](=O)[NH:18][C@H:19]1[CH2:24][CH2:23][C@H:22]([C:25](=[O:30])N(OC)C)[CH2:21][CH2:20]1)(C)(C)C.[O:32]1[C:37]2[CH:38]=[CH:39][C:40](C=O)=[CH:41][C:36]=2[O:35][CH2:34][CH2:33]1, predict the reaction product. The product is: [O:32]1[C:37]2[CH:38]=[CH:39][C:40]([CH2:17][NH:18][C@H:19]3[CH2:20][CH2:21][C@H:22]([C:25]([C:8]4[S:9][C:5]5[CH:4]=[C:3]([O:2][CH3:1])[CH:11]=[CH:10][C:6]=5[N:7]=4)=[O:30])[CH2:23][CH2:24]3)=[CH:41][C:36]=2[O:35][CH2:34][CH2:33]1. (2) Given the reactants [Cl:1][C:2]1[CH:7]=[C:6]([O:8][C:9]2[C:18]3[C:13](=[CH:14][C:15]([OH:21])=[C:16]([O:19][CH3:20])[CH:17]=3)[N:12]=[CH:11][CH:10]=2)[CH:5]=[CH:4][C:3]=1[NH:22][C:23]([NH:25][C:26]1[CH:31]=[CH:30][C:29]([F:32])=[CH:28][C:27]=1[F:33])=[O:24].C(=O)([O-])[O-].[K+].[K+].CC1C=CC(S(O[CH2:51][CH2:52][N:53]2[CH:57]=[CH:56][N:55]=[N:54]2)(=O)=O)=CC=1, predict the reaction product. The product is: [Cl:1][C:2]1[CH:7]=[C:6]([O:8][C:9]2[C:18]3[C:13](=[CH:14][C:15]([O:21][CH2:51][CH2:52][N:53]4[CH:57]=[CH:56][N:55]=[N:54]4)=[C:16]([O:19][CH3:20])[CH:17]=3)[N:12]=[CH:11][CH:10]=2)[CH:5]=[CH:4][C:3]=1[NH:22][C:23]([NH:25][C:26]1[CH:31]=[CH:30][C:29]([F:32])=[CH:28][C:27]=1[F:33])=[O:24]. (3) Given the reactants [Cl:1][C:2]1[CH:7]=[C:6]([C:8]2[CH:9]=[N:10][C:11]([C:14]([F:17])([F:16])[F:15])=[N:12][CH:13]=2)[N:5]=[CH:4][C:3]=1[CH2:18][OH:19].C1C=C[NH+]=CC=1.[O-][Cr](Cl)(=O)=O, predict the reaction product. The product is: [Cl:1][C:2]1[CH:7]=[C:6]([C:8]2[CH:13]=[N:12][C:11]([C:14]([F:15])([F:17])[F:16])=[N:10][CH:9]=2)[N:5]=[CH:4][C:3]=1[CH:18]=[O:19]. (4) Given the reactants FC(F)(F)C([N:5]1[CH2:11][CH:10]([CH3:12])[C:9]2[CH:13]=[C:14]([Br:19])[C:15]([O:17][CH3:18])=[CH:16][C:8]=2[CH2:7][CH:6]1[CH3:20])=O.[OH-].[Na+], predict the reaction product. The product is: [Br:19][C:14]1[C:15]([O:17][CH3:18])=[CH:16][C:8]2[CH2:7][CH:6]([CH3:20])[NH:5][CH2:11][CH:10]([CH3:12])[C:9]=2[CH:13]=1. (5) Given the reactants [CH2:1]([N:8]1[CH:12]=[C:11]([CH:13]=O)[C:10]([O:15][CH2:16][C:17]2[CH:22]=[CH:21][CH:20]=[CH:19][CH:18]=2)=[N:9]1)[C:2]1[CH:7]=[CH:6][CH:5]=[CH:4][CH:3]=1.[C:23]([O:26][CH2:27][CH2:28]P(OCC)(OCC)=O)(=[O:25])[CH3:24].CN(C)C=O.[H-], predict the reaction product. The product is: [CH2:1]([N:8]1[CH:12]=[C:11](/[CH:13]=[CH:24]/[C:23]([O:26][CH2:27][CH3:28])=[O:25])[C:10]([O:15][CH2:16][C:17]2[CH:22]=[CH:21][CH:20]=[CH:19][CH:18]=2)=[N:9]1)[C:2]1[CH:7]=[CH:6][CH:5]=[CH:4][CH:3]=1. (6) Given the reactants [NH2:1][C:2]1[CH:6]=[C:5]([CH2:7][CH2:8][C:9]2[CH:10]=[C:11]([NH:17][C:18](=[O:20])[CH3:19])[CH:12]=[C:13]([O:15][CH3:16])[CH:14]=2)[NH:4][N:3]=1.Cl[C:22]1[CH:27]=[CH:26][N:25]=[C:24]([NH:28][CH2:29][C:30]2[O:34][N:33]=[C:32]([CH3:35])[CH:31]=2)[N:23]=1, predict the reaction product. The product is: [CH3:16][O:15][C:13]1[CH:12]=[C:11]([NH:17][C:18](=[O:20])[CH3:19])[CH:10]=[C:9]([CH2:8][CH2:7][C:5]2[CH:6]=[C:2]([NH:1][C:22]3[CH:27]=[CH:26][N:25]=[C:24]([NH:28][CH2:29][C:30]4[O:34][N:33]=[C:32]([CH3:35])[CH:31]=4)[N:23]=3)[NH:3][N:4]=2)[CH:14]=1. (7) Given the reactants [CH3:1][C:2]1[N:3]=[CH:4][NH:5][CH:6]=1.[CH2:7](Br)[CH:8]=[CH2:9].C(N(CC)C(C)C)(C)C, predict the reaction product. The product is: [CH2:9]([N:5]1[CH:6]=[C:2]([CH3:1])[N:3]=[CH:4]1)[CH:8]=[CH2:7]. (8) Given the reactants C([O:3][C:4](=[O:26])[CH2:5][C@H:6]([NH:15][C:16](=[O:25])[C:17]1[CH:22]=[CH:21][C:20]([CH3:23])=[C:19](Br)[CH:18]=1)[CH2:7][C:8]1[CH:13]=[CH:12][CH:11]=[CH:10][C:9]=1[Cl:14])C.C([O:31][C:32]([C:34]1[CH:39]=[CH:38][CH:37]=[CH:36][C:35]=1B1OC(C)(C)C(C)(C)O1)=[O:33])(C)(C)C.C([O-])([O-])=O.[K+].[K+].[OH-].[Na+], predict the reaction product. The product is: [C:4]([CH2:5][C@H:6]([NH:15][C:16]([C:17]1[CH:22]=[CH:21][C:20]([CH3:23])=[C:19]([C:35]2[C:34]([C:32]([OH:33])=[O:31])=[CH:39][CH:38]=[CH:37][CH:36]=2)[CH:18]=1)=[O:25])[CH2:7][C:8]1[CH:13]=[CH:12][CH:11]=[CH:10][C:9]=1[Cl:14])([OH:3])=[O:26].